Dataset: Catalyst prediction with 721,799 reactions and 888 catalyst types from USPTO. Task: Predict which catalyst facilitates the given reaction. (1) Reactant: [F:1][C:2]([F:20])([F:19])[C:3]1[CH:4]=[C:5]([S:9]([N:12]2[CH2:16][CH2:15][C@H:14]([O:17][NH2:18])[CH2:13]2)(=[O:11])=[O:10])[CH:6]=[CH:7][CH:8]=1.[OH:21]N1C2C=CC=CC=2N=N1.[F:31][C:32]1[CH:40]=[CH:39]C(C(O)=O)=[CH:34][CH:33]=1.C(N(CC)[CH:45]([CH3:47])[CH3:46])(C)C. Product: [F:31][C:32]1[CH:40]=[CH:39][C:47]([CH2:45][C:46]([NH:18][O:17][C@H:14]2[CH2:15][CH2:16][N:12]([S:9]([C:5]3[CH:6]=[CH:7][CH:8]=[C:3]([C:2]([F:1])([F:19])[F:20])[CH:4]=3)(=[O:11])=[O:10])[CH2:13]2)=[O:21])=[CH:34][CH:33]=1. The catalyst class is: 9. (2) Reactant: [N:1]1[CH:6]=[CH:5][CH:4]=[C:3]([NH:7][C:8](=[O:15])OCC(Cl)(Cl)Cl)[CH:2]=1.Cl.Cl.[F:18][C:19]1[CH:20]=[C:21]([C:26]2[CH:31]=[CH:30][N:29]=[C:28]([N:32]3[CH2:37][CH2:36][NH:35][CH2:34][CH2:33]3)[N:27]=2)[CH:22]=[C:23]([F:25])[CH:24]=1. Product: [F:25][C:23]1[CH:22]=[C:21]([C:26]2[CH:31]=[CH:30][N:29]=[C:28]([N:32]3[CH2:37][CH2:36][N:35]([C:8]([NH:7][C:3]4[CH:2]=[N:1][CH:6]=[CH:5][CH:4]=4)=[O:15])[CH2:34][CH2:33]3)[N:27]=2)[CH:20]=[C:19]([F:18])[CH:24]=1. The catalyst class is: 188.